Dataset: Catalyst prediction with 721,799 reactions and 888 catalyst types from USPTO. Task: Predict which catalyst facilitates the given reaction. (1) Reactant: [Cl:1][C:2]1[S:9][C:8]2[CH:7]=[CH:6][NH:5][C:4]=2[CH:3]=1.[CH3:10][C:11]([O:14][C:15](O[C:15]([O:14][C:11]([CH3:13])([CH3:12])[CH3:10])=[O:16])=[O:16])([CH3:13])[CH3:12].O. Product: [Cl:1][C:2]1[S:9][C:8]2[CH:7]=[CH:6][N:5]([C:15]([O:14][C:11]([CH3:13])([CH3:12])[CH3:10])=[O:16])[C:4]=2[CH:3]=1. The catalyst class is: 1. (2) Reactant: Cl[C:2]1[C:11]2[C:10](=[O:12])[N:9]([CH3:13])[CH:8]=[N:7][C:6]=2[CH:5]=[C:4]([Cl:14])[N:3]=1.[NH:15]1[CH:19]=[C:18]([CH2:20][CH2:21][OH:22])[CH:17]=[N:16]1.C([O-])([O-])=O.[K+].[K+]. Product: [NH:15]1[CH:19]=[C:18]([CH2:20][CH2:21][O:22][C:2]2[C:11]3[C:10](=[O:12])[N:9]([CH3:13])[CH:8]=[N:7][C:6]=3[CH:5]=[C:4]([Cl:14])[N:3]=2)[CH:17]=[N:16]1. The catalyst class is: 12. (3) Reactant: [F:1][C:2]([F:25])([F:24])[C:3]1[CH:23]=[CH:22][C:6]([CH2:7][O:8][CH:9]2[CH2:14][CH2:13][N:12](C(OC(C)(C)C)=O)[CH2:11][CH2:10]2)=[CH:5][CH:4]=1. Product: [F:25][C:2]([F:1])([F:24])[C:3]1[CH:23]=[CH:22][C:6]([CH2:7][O:8][CH:9]2[CH2:14][CH2:13][NH:12][CH2:11][CH2:10]2)=[CH:5][CH:4]=1. The catalyst class is: 557. (4) Reactant: [F:1][C:2]1[CH:3]=[C:4]([C:8]2[CH:9]=[C:10]([CH3:19])[C:11]([O:17][CH3:18])=[C:12]([CH:16]=2)[C:13]([OH:15])=O)[CH:5]=[CH:6][CH:7]=1.O=S(Cl)Cl.[NH2:24][C:25]1[C:26]([F:33])=[C:27]([OH:32])[CH:28]=[CH:29][C:30]=1[F:31].C([O-])(O)=O.[Na+]. Product: [F:33][C:26]1[C:27]([OH:32])=[CH:28][CH:29]=[C:30]([F:31])[C:25]=1[NH:24][C:13](=[O:15])[C:12]1[CH:16]=[C:8]([C:4]2[CH:5]=[CH:6][CH:7]=[C:2]([F:1])[CH:3]=2)[CH:9]=[C:10]([CH3:19])[C:11]=1[O:17][CH3:18]. The catalyst class is: 1.